From a dataset of Aqueous solubility values for 9,982 compounds from the AqSolDB database. Regression/Classification. Given a drug SMILES string, predict its absorption, distribution, metabolism, or excretion properties. Task type varies by dataset: regression for continuous measurements (e.g., permeability, clearance, half-life) or binary classification for categorical outcomes (e.g., BBB penetration, CYP inhibition). For this dataset (solubility_aqsoldb), we predict Y. (1) The Y is -3.48 log mol/L. The molecule is O=c1nc(-c2ccccc2)[nH]cc1Br. (2) The compound is CC(=O)OCC(=O)C1(O)C(OC(C)=O)CC2C3CCC4=CC(=O)C=CC4(C)C3(F)C(O)CC21C. The Y is -4.13 log mol/L. (3) The drug is O=C(O)COc1cc(Cl)c(Cl)cc1Cl. The Y is -2.98 log mol/L. (4) The drug is Clc1c(Cl)c(Cl)c2c(c1Cl)Oc1c(Cl)c(Cl)c(Cl)c(Cl)c1O2. The Y is -12.1 log mol/L. (5) The compound is C#CC1(OC(N)=O)CCCCC1. The Y is -1.83 log mol/L. (6) The compound is CCC(CO)(CO)CO. The Y is 0.872 log mol/L.